From a dataset of Reaction yield outcomes from USPTO patents with 853,638 reactions. Predict the reaction yield, written as a fraction of the theoretical maximum amount of product (1.0 means a 100% yield; for example, 0.34 means a 34% yield). (1) The reactants are [CH:1]1([C:4]2[C:5]([N:24]([C:29]3[CH:30]=[CH:31][C:32]([N+:44]([O-:46])=[O:45])=[C:33]([CH:35](C(OC)=O)[C:36]([O:38]C)=[O:37])[CH:34]=3)[S:25]([CH3:28])(=[O:27])=[O:26])=[CH:6][C:7]3[O:11][C:10]([C:12]4[CH:17]=[CH:16][C:15]([F:18])=[CH:14][CH:13]=4)=[C:9]([C:19](=[O:22])[NH:20][CH3:21])[C:8]=3[CH:23]=2)[CH2:3][CH2:2]1.[OH-].[Na+].Cl. The catalyst is C1COCC1.CO.O. The product is [CH:1]1([C:4]2[C:5]([N:24]([C:29]3[CH:30]=[CH:31][C:32]([N+:44]([O-:46])=[O:45])=[C:33]([CH2:35][C:36]([OH:38])=[O:37])[CH:34]=3)[S:25]([CH3:28])(=[O:27])=[O:26])=[CH:6][C:7]3[O:11][C:10]([C:12]4[CH:17]=[CH:16][C:15]([F:18])=[CH:14][CH:13]=4)=[C:9]([C:19](=[O:22])[NH:20][CH3:21])[C:8]=3[CH:23]=2)[CH2:3][CH2:2]1. The yield is 0.750. (2) The reactants are [N:1]1[C:10]2[C@@H:9]([NH:11][CH2:12][CH2:13][CH2:14][CH2:15][N:16]3[C:24](=[O:25])[C:23]4[C:18](=[CH:19][CH:20]=[CH:21][CH:22]=4)[C:17]3=[O:26])[CH2:8][CH2:7][CH2:6][C:5]=2[CH:4]=[CH:3][CH:2]=1.Cl[CH2:28][C:29]1[N:33]([CH3:34])[C:32]2[CH:35]=[CH:36][CH:37]=[CH:38][C:31]=2[N:30]=1.CNC1C=CC=CC=1N.ClCC(O)=O.C(N(C(C)C)CC)(C)C.[I-].[K+]. The catalyst is C(#N)C. The product is [CH3:34][N:33]1[C:32]2[CH:35]=[CH:36][CH:37]=[CH:38][C:31]=2[N:30]=[C:29]1[CH2:28][N:11]([CH:9]1[C:10]2[N:1]=[CH:2][CH:3]=[CH:4][C:5]=2[CH2:6][CH2:7][CH2:8]1)[CH2:12][CH2:13][CH2:14][CH2:15][N:16]1[C:24](=[O:25])[C:23]2[C:18](=[CH:19][CH:20]=[CH:21][CH:22]=2)[C:17]1=[O:26]. The yield is 0.770. (3) The reactants are [O:1]1[C:5]2[CH:6]=[CH:7][C:8]([C:10]3[N:11]=[N:12][N:13]([CH2:15][C:16]([O:18]C)=[O:17])[N:14]=3)=[CH:9][C:4]=2[O:3][CH2:2]1.ClCCl.[OH-].[Na+].S([O-])([O-])(=O)=O.[Mg+2]. The catalyst is O.C(OCC)(=O)C.CO. The product is [O:1]1[C:5]2[CH:6]=[CH:7][C:8]([C:10]3[N:11]=[N:12][N:13]([CH2:15][C:16]([OH:18])=[O:17])[N:14]=3)=[CH:9][C:4]=2[O:3][CH2:2]1. The yield is 0.950. (4) The reactants are [CH3:1][C:2]1([CH3:31])[O:6][C@H:5]([CH2:7][O:8][C:9]2[CH:14]=[CH:13][C:12]([C:15]([C:20]3[CH:25]=[CH:24][C:23]([CH2:26][CH2:27]O)=[C:22]([CH3:29])[CH:21]=3)([CH2:18][CH3:19])[CH2:16][CH3:17])=[CH:11][C:10]=2[CH3:30])[CH2:4][O:3]1.C(Br)(Br)(Br)[Br:33].C1C=CC(P(C2C=CC=CC=2)C2C=CC=CC=2)=CC=1. The catalyst is C(Cl)Cl. The product is [Br:33][CH2:27][CH2:26][C:23]1[CH:24]=[CH:25][C:20]([C:15]([C:12]2[CH:13]=[CH:14][C:9]([O:8][CH2:7][C@@H:5]3[CH2:4][O:3][C:2]([CH3:31])([CH3:1])[O:6]3)=[C:10]([CH3:30])[CH:11]=2)([CH2:18][CH3:19])[CH2:16][CH3:17])=[CH:21][C:22]=1[CH3:29]. The yield is 0.960. (5) The reactants are C1(C2[O:8][C@H:9]([C:16]([O:18]C)=[O:17])[C@@H:10]([C:12]([O:14]C)=[O:13])[N:11]=2)C=CC=CC=1.[ClH:20]. No catalyst specified. The product is [ClH:20].[NH2:11][C@@H:10]([C@H:9]([OH:8])[C:16]([OH:18])=[O:17])[C:12]([OH:14])=[O:13]. The yield is 0.940. (6) The reactants are [F:1][C:2]1[C:10]([CH3:11])=[CH:9][C:8]([C:12]2[CH:17]=[CH:16][CH:15]=[C:14]([F:18])[CH:13]=2)=[CH:7][C:3]=1[C:4]([OH:6])=O.C(Cl)(C(Cl)=O)=O.[NH2:25][C:26]1[C:27]([F:34])=[C:28]([OH:33])[CH:29]=[CH:30][C:31]=1[F:32].C([O-])(O)=O.[Na+]. The catalyst is C(Cl)Cl.CN(C=O)C.C1COCC1. The product is [F:34][C:27]1[C:28]([OH:33])=[CH:29][CH:30]=[C:31]([F:32])[C:26]=1[NH:25][C:4](=[O:6])[C:3]1[CH:7]=[C:8]([C:12]2[CH:17]=[CH:16][CH:15]=[C:14]([F:18])[CH:13]=2)[CH:9]=[C:10]([CH3:11])[C:2]=1[F:1]. The yield is 0.430. (7) The yield is 0.570. The catalyst is C(Cl)Cl. The reactants are [OH:1][CH2:2][C:3]1([C:11]([O:13][CH:14]([CH3:16])[CH3:15])=[O:12])[CH2:6][C:5]([O:9][CH3:10])([O:7][CH3:8])[CH2:4]1.C(O)(=O)C.C(O)(=O)C.I(C1C=CC=CC=1)=O.CC1(C)N([O])C(C)(C)CCC1. The product is [CH:2]([C:3]1([C:11]([O:13][CH:14]([CH3:16])[CH3:15])=[O:12])[CH2:6][C:5]([O:7][CH3:8])([O:9][CH3:10])[CH2:4]1)=[O:1].